Dataset: Reaction yield outcomes from USPTO patents with 853,638 reactions. Task: Predict the reaction yield, written as a fraction of the theoretical maximum amount of product (1.0 means a 100% yield; for example, 0.34 means a 34% yield). (1) The reactants are [C:14]1(P([C:14]2[CH:19]=[CH:18][CH:17]=[CH:16][CH:15]=2)[C:14]2[CH:19]=[CH:18][CH:17]=[CH:16][CH:15]=2)[CH:19]=[CH:18][CH:17]=[CH:16][CH:15]=1.[CH3:20][CH:21]([O:23]C(/N=N/C(OC(C)C)=O)=O)C.CCN(C(C)C)C(C)C.[CH2:43]([O:50][C:51]([NH:53][C:54]1([CH2:57][OH:58])[CH2:56][CH2:55]1)=[O:52])[C:44]1[CH:49]=[CH:48][CH:47]=[CH:46][CH:45]=1.C1C[O:62][CH2:61]C1. No catalyst specified. The product is [C:21]([C:14]1[CH:15]=[CH:16][C:17]([O:58][CH2:57][C:54]2([NH:53][C:51]([O:50][CH2:43][C:44]3[CH:45]=[CH:46][CH:47]=[CH:48][CH:49]=3)=[O:52])[CH2:55][CH2:56]2)=[C:18]([O:62][CH3:61])[CH:19]=1)(=[O:23])[CH3:20]. The yield is 0.535. (2) The reactants are C([N:5](CCCC)CCCC)CCC.[CH3:14][O:15][C:16]1[CH:21]=[CH:20][C:19]([N:22]=[C:23]=[O:24])=[CH:18][CH:17]=1.C(O)(C)C.C([O-])(=O)C.[NH4+]. The catalyst is O.CO.CN(C=O)C. The product is [CH3:14][O:15][C:16]1[CH:17]=[CH:18][C:19]([NH:22][C:23]([NH2:5])=[O:24])=[CH:20][CH:21]=1. The yield is 0.550. (3) The reactants are [OH:1][CH2:2][CH2:3][N:4]1[C:16]2[C:15]3[N:14]=[C:13]([NH:17][C:18]4[CH:23]=[C:22]([N:24]5[CH2:29][CH2:28][N:27]([CH3:30])[CH2:26][CH2:25]5)[CH:21]=[CH:20][C:19]=4[O:31][C:32]([F:35])([F:34])[F:33])[N:12]=[CH:11][C:10]=3[CH2:9][CH2:8][C:7]=2[C:6]([C:36]([O-:38])=O)=[N:5]1.[K+].[N:40]1(C([O-])=O)C2C=CC=CC=2N=N1.[NH4+]. The catalyst is CC(N(C)C)=O.O. The product is [OH:1][CH2:2][CH2:3][N:4]1[C:16]2[C:15]3[N:14]=[C:13]([NH:17][C:18]4[CH:23]=[C:22]([N:24]5[CH2:25][CH2:26][N:27]([CH3:30])[CH2:28][CH2:29]5)[CH:21]=[CH:20][C:19]=4[O:31][C:32]([F:33])([F:35])[F:34])[N:12]=[CH:11][C:10]=3[CH2:9][CH2:8][C:7]=2[C:6]([C:36]([NH2:40])=[O:38])=[N:5]1. The yield is 0.880. (4) The reactants are C([O:3][C:4]([C:6]1[S:10][C:9]([NH:11][C:12]([C:14]2[CH:19]=[CH:18][N:17]=[CH:16][CH:15]=2)=[O:13])=[N:8][C:7]=1[C:20]1[O:21][CH:22]=[CH:23][CH:24]=1)=[O:5])C.[Na].[OH-].Cl. The catalyst is C1COCC1.CO. The product is [C:4]([C:6]1[S:10][C:9]([NH:11][C:12]([C:14]2[CH:15]=[CH:16][N:17]=[CH:18][CH:19]=2)=[O:13])=[N:8][C:7]=1[C:20]1[O:21][CH:22]=[CH:23][CH:24]=1)([OH:5])=[O:3]. The yield is 0.530. (5) The reactants are [CH3:1][C:2]1[N:11]([CH3:12])[C:10](=[O:13])[C:9]2[C:4](=[CH:5][CH:6]=[CH:7][CH:8]=2)[N:3]=1.[Cl:14][C:15]1[CH:22]=[CH:21][C:18]([CH:19]=O)=[CH:17][CH:16]=1. No catalyst specified. The product is [Cl:14][C:15]1[CH:22]=[CH:21][C:18]([CH:19]=[CH:1][C:2]2[N:11]([CH3:12])[C:10](=[O:13])[C:9]3[C:4](=[CH:5][CH:6]=[CH:7][CH:8]=3)[N:3]=2)=[CH:17][CH:16]=1. The yield is 0.830. (6) The reactants are C[O:2][C:3](=[O:33])[CH2:4][C:5]1[C:14]([CH3:15])=[C:13]([CH:16]2[CH2:21][CH2:20][N:19]([C:22](=[O:31])[C:23]3[CH:28]=[CH:27][C:26]([Cl:29])=[CH:25][C:24]=3[Cl:30])[CH2:18][CH2:17]2)[C:12]2[C:7](=[CH:8][CH:9]=[C:10]([F:32])[CH:11]=2)[CH:6]=1.O.[OH-].[Li+]. The catalyst is C1COCC1.O.C(OCC)(=O)C. The product is [Cl:30][C:24]1[CH:25]=[C:26]([Cl:29])[CH:27]=[CH:28][C:23]=1[C:22]([N:19]1[CH2:20][CH2:21][CH:16]([C:13]2[C:12]3[C:7](=[CH:8][CH:9]=[C:10]([F:32])[CH:11]=3)[CH:6]=[C:5]([CH2:4][C:3]([OH:33])=[O:2])[C:14]=2[CH3:15])[CH2:17][CH2:18]1)=[O:31]. The yield is 0.480. (7) The yield is 0.630. The reactants are [OH:1][C@H:2]([CH3:6])[C:3](N)=O.F[B-](F)(F)F.C([O+](CC)CC)C.C([O:22][CH2:23][CH:24]1[CH2:29][CH2:28][C@H:27]([NH:30][C:31]2[C:36]([NH2:37])=[CH:35][N:34]=[C:33]3[CH:38]=[CH:39][S:40][C:32]=23)[CH2:26][O:25]1)(=O)C.[OH-].[Li+]. The catalyst is C1COCC1.C(O)C.O.CO. The product is [OH:22][CH2:23][CH:24]1[O:25][CH2:26][C@@H:27]([N:30]2[C:31]3=[C:32]4[S:40][CH:39]=[CH:38][C:33]4=[N:34][CH:35]=[C:36]3[N:37]=[C:3]2[C@H:2]([OH:1])[CH3:6])[CH2:28][CH2:29]1.